Dataset: Full USPTO retrosynthesis dataset with 1.9M reactions from patents (1976-2016). Task: Predict the reactants needed to synthesize the given product. (1) Given the product [CH:2]([C:3]1[N:4]=[C:5]2[C:10]([N:11]3[CH2:16][CH2:15][O:14][CH2:13][CH2:12]3)=[CH:9][CH:8]=[N:7][N:6]2[C:17]=1[CH:18]1[CH2:19][CH2:20][N:21]([C:24]([O:26][C:27]([CH3:30])([CH3:29])[CH3:28])=[O:25])[CH2:22][CH2:23]1)=[O:1], predict the reactants needed to synthesize it. The reactants are: [OH:1][CH2:2][C:3]1[N:4]=[C:5]2[C:10]([N:11]3[CH2:16][CH2:15][O:14][CH2:13][CH2:12]3)=[CH:9][CH:8]=[N:7][N:6]2[C:17]=1[CH:18]1[CH2:23][CH2:22][N:21]([C:24]([O:26][C:27]([CH3:30])([CH3:29])[CH3:28])=[O:25])[CH2:20][CH2:19]1.I(C1C=CC=CC=1C(O)=O)(=O)=O.[OH-].[Na+]. (2) Given the product [C:1]12([CH2:11][S:12]([OH:15])(=[O:13])=[O:14])[C:8]([CH3:10])([CH3:9])[CH:5]([CH2:6][CH2:7]1)[CH2:4][C:2]2=[O:3].[F:16][C:17]1[CH:18]=[C:19]([NH2:28])[CH:20]=[C:21]2[C:25]=1[C:24]([CH3:26])([CH3:27])[CH2:23][CH2:22]2, predict the reactants needed to synthesize it. The reactants are: [C:1]12([CH2:11][S:12]([OH:15])(=[O:14])=[O:13])[C:8]([CH3:10])([CH3:9])[CH:5]([CH2:6][CH2:7]1)[CH2:4][C:2]2=[O:3].[F:16][C:17]1[CH:18]=[C:19]([NH2:28])[CH:20]=[C:21]2[C:25]=1[C:24]([CH3:27])([CH3:26])[CH2:23][CH2:22]2. (3) Given the product [Cl:38][C:39]1[CH:44]=[CH:43][C:42]([S:45]([N:27]2[CH2:28][CH2:29][CH2:30][C@@H:25]([NH:24][C:20]3[N:19]=[C:18]([C:17]4[N:16]5[C:12]([S:13][CH:14]=[CH:15]5)=[N:11][C:10]=4[C:6]4[CH:7]=[CH:8][CH:9]=[C:4]([C:2]#[N:3])[CH:5]=4)[CH:23]=[CH:22][N:21]=3)[CH2:26]2)(=[O:47])=[O:46])=[CH:41][CH:40]=1, predict the reactants needed to synthesize it. The reactants are: Cl.[C:2]([C:4]1[CH:5]=[C:6]([C:10]2[N:11]=[C:12]3[N:16]([C:17]=2[C:18]2[CH:23]=[CH:22][N:21]=[C:20]([NH:24][C@@H:25]4[CH2:30][CH2:29][CH2:28][NH:27][CH2:26]4)[N:19]=2)[CH:15]=[CH:14][S:13]3)[CH:7]=[CH:8][CH:9]=1)#[N:3].C(N(CC)CC)C.[Cl:38][C:39]1[CH:44]=[CH:43][C:42]([S:45](Cl)(=[O:47])=[O:46])=[CH:41][CH:40]=1. (4) Given the product [Cl:26][C:8]1[C:9]2[N:10]([C:13]([CH2:17][CH2:18][C:19]([F:22])([F:21])[F:20])=[N:14][C:15]=2[CH3:16])[C:11]2[N:12]=[C:3]([O:2][CH3:1])[CH:4]=[CH:5][C:6]=2[N:7]=1, predict the reactants needed to synthesize it. The reactants are: [CH3:1][O:2][C:3]1[CH:4]=[CH:5][C:6]2[NH:7][C:8](=O)[C:9]3[N:10]([C:13]([CH2:17][CH2:18][C:19]([F:22])([F:21])[F:20])=[N:14][C:15]=3[CH3:16])[C:11]=2[N:12]=1.O=P(Cl)(Cl)[Cl:26]. (5) Given the product [N:15]1[CH:20]=[CH:19][C:18]([NH:21][C:7]([C:6]2[C:2]([CH3:1])=[N:3][O:4][C:5]=2[CH3:10])=[O:9])=[CH:17][N:16]=1, predict the reactants needed to synthesize it. The reactants are: [CH3:1][C:2]1[C:6]([C:7]([OH:9])=O)=[C:5]([CH3:10])[O:4][N:3]=1.S(Cl)(Cl)=O.[N:15]1[CH:20]=[CH:19][C:18]([NH2:21])=[CH:17][N:16]=1.C(N(C(C)C)CC)(C)C.CN1C2C=CC(Cl)=CC=2C(C2C=CC=CC=2)=NCC1=O.